Dataset: Full USPTO retrosynthesis dataset with 1.9M reactions from patents (1976-2016). Task: Predict the reactants needed to synthesize the given product. (1) Given the product [CH3:24][N:23]([CH3:25])[CH:22]([C:10]1[C:9]2[C:4](=[CH:5][CH:6]=[CH:7][CH:8]=2)[NH:3][C:2]=1[CH3:1])[C:21]1[CH:26]=[CH:27][CH:28]=[C:19]([O:12][C:13]2[CH:18]=[CH:17][CH:16]=[CH:15][CH:14]=2)[CH:20]=1, predict the reactants needed to synthesize it. The reactants are: [CH3:1][C:2]1[NH:3][C:4]2[C:9]([CH:10]=1)=[CH:8][CH:7]=[CH:6][CH:5]=2.[Cl-].[O:12]([C:19]1[CH:20]=[C:21]([CH:26]=[CH:27][CH:28]=1)[CH:22]=[N+:23]([CH3:25])[CH3:24])[C:13]1[CH:18]=[CH:17][CH:16]=[CH:15][CH:14]=1.O(C1C=C(C=CC=1)C=O)C1C=CC=CC=1.CNC. (2) Given the product [Cl:1][C:2]1[CH:3]=[N:4][C:5]2[N:6]([N:8]=[C:9]([C:11]([N:14]3[CH2:19][CH2:18][CH:17]=[C:16]([C:20]4[CH:21]=[CH:22][N:23]=[CH:24][CH:25]=4)[CH2:15]3)=[O:13])[CH:10]=2)[CH:7]=1, predict the reactants needed to synthesize it. The reactants are: [Cl:1][C:2]1[CH:3]=[N:4][C:5]2[N:6]([N:8]=[C:9]([C:11]([OH:13])=O)[CH:10]=2)[CH:7]=1.[NH:14]1[CH2:19][CH2:18][CH:17]=[C:16]([C:20]2[CH:25]=[CH:24][N:23]=[CH:22][CH:21]=2)[CH2:15]1. (3) Given the product [F:1][C:2]1[C:3]([C:10]2[CH:19]=[CH:18][C:13]([CH2:14][OH:15])=[CH:12][C:11]=2[C:20]2([CH:25]=[CH2:26])[CH2:24][CH2:23][CH2:22][CH2:21]2)=[CH:4][C:5]([O:8][CH3:9])=[N:6][CH:7]=1, predict the reactants needed to synthesize it. The reactants are: [F:1][C:2]1[C:3]([C:10]2[CH:19]=[CH:18][C:13]([C:14](OC)=[O:15])=[CH:12][C:11]=2[C:20]2([CH:25]=[CH2:26])[CH2:24][CH2:23][CH2:22][CH2:21]2)=[CH:4][C:5]([O:8][CH3:9])=[N:6][CH:7]=1.[H-].[H-].[H-].[H-].[Li+].[Al+3]. (4) The reactants are: [CH3:1][O:2][C:3](=[O:12])[C:4]1[CH:9]=[C:8]([OH:10])[CH:7]=[CH:6][C:5]=1[Br:11].C([O-])([O-])=O.[K+].[K+].[CH:19]1[CH:24]=[CH:23][C:22]([CH2:25]Br)=[CH:21][CH:20]=1.CC(=O)OCC. Given the product [CH3:1][O:2][C:3](=[O:12])[C:4]1[CH:9]=[C:8]([O:10][CH2:25][C:22]2[CH:23]=[CH:24][CH:19]=[CH:20][CH:21]=2)[CH:7]=[CH:6][C:5]=1[Br:11], predict the reactants needed to synthesize it.